From a dataset of Full USPTO retrosynthesis dataset with 1.9M reactions from patents (1976-2016). Predict the reactants needed to synthesize the given product. The reactants are: [Cl:1][C:2]1[C:3]([F:41])=[C:4]([C@H:8]2[CH2:12][N:11]([CH2:13][C:14]([NH:16][C:17]3[CH:25]=[CH:24][C:20]([C:21](O)=[O:22])=[CH:19][CH:18]=3)=[O:15])[C@@H:10]([CH2:26][C:27]([CH3:30])([CH3:29])[CH3:28])[C@@:9]2([C:33]2[CH:38]=[CH:37][C:36]([Cl:39])=[CH:35][C:34]=2[F:40])[C:31]#[N:32])[CH:5]=[CH:6][CH:7]=1.N.C[N:44](C(ON1N=NC2C=CC=NC1=2)=[N+](C)C)C.F[P-](F)(F)(F)(F)F.CCN(C(C)C)C(C)C. Given the product [Cl:1][C:2]1[C:3]([F:41])=[C:4]([C@H:8]2[CH2:12][N:11]([CH2:13][C:14]([NH:16][C:17]3[CH:25]=[CH:24][C:20]([C:21]([NH2:44])=[O:22])=[CH:19][CH:18]=3)=[O:15])[C@@H:10]([CH2:26][C:27]([CH3:30])([CH3:29])[CH3:28])[C@@:9]2([C:33]2[CH:38]=[CH:37][C:36]([Cl:39])=[CH:35][C:34]=2[F:40])[C:31]#[N:32])[CH:5]=[CH:6][CH:7]=1, predict the reactants needed to synthesize it.